Dataset: Forward reaction prediction with 1.9M reactions from USPTO patents (1976-2016). Task: Predict the product of the given reaction. (1) Given the reactants [Cl:1][C:2]1[CH:11]=[C:10]2[C:5]([CH:6]=[CH:7][C:8]([CH3:12])=[N:9]2)=[C:4]([N:13]2[CH2:18][CH2:17][N:16]([CH2:19][CH2:20][C:21]3[CH:22]=[C:23]([CH:25]=[CH:26][CH:27]=3)[NH2:24])[CH2:15][CH2:14]2)[CH:3]=1.[C:28]([Cl:31])(=[O:30])[CH3:29], predict the reaction product. The product is: [ClH:1].[ClH:31].[Cl:1][C:2]1[CH:11]=[C:10]2[C:5]([CH:6]=[CH:7][C:8]([CH3:12])=[N:9]2)=[C:4]([N:13]2[CH2:14][CH2:15][N:16]([CH2:19][CH2:20][C:21]3[CH:22]=[C:23]([NH:24][C:28](=[O:30])[CH3:29])[CH:25]=[CH:26][CH:27]=3)[CH2:17][CH2:18]2)[CH:3]=1. (2) Given the reactants [C:1]([O:5][C:6](=[O:22])[NH:7][C:8]1[CH:13]=[CH:12][C:11]([C:14]2[CH:19]=[CH:18][C:17]([F:20])=[CH:16][CH:15]=2)=[CH:10][C:9]=1[NH2:21])([CH3:4])([CH3:3])[CH3:2].C([O:25][C:26](=O)[CH2:27][C:28](=[O:40])[C:29]1[CH:34]=[CH:33][CH:32]=[C:31]([N:35]2[CH:39]=[N:38][N:37]=[N:36]2)[CH:30]=1)C, predict the reaction product. The product is: [C:1]([O:5][C:6](=[O:22])[NH:7][C:8]1[CH:13]=[CH:12][C:11]([C:14]2[CH:15]=[CH:16][C:17]([F:20])=[CH:18][CH:19]=2)=[CH:10][C:9]=1[NH:21][C:26](=[O:25])[CH2:27][C:28](=[O:40])[C:29]1[CH:34]=[CH:33][CH:32]=[C:31]([N:35]2[CH:39]=[N:38][N:37]=[N:36]2)[CH:30]=1)([CH3:4])([CH3:2])[CH3:3].